From a dataset of Forward reaction prediction with 1.9M reactions from USPTO patents (1976-2016). Predict the product of the given reaction. Given the reactants [F:1][C:2]1[CH:34]=[CH:33][C:5]([CH2:6][O:7][C:8](=[O:32])[N:9]([CH2:30][CH3:31])[CH2:10][C:11]2[CH:16]=[C:15]([C:17]([F:20])([F:19])[F:18])[CH:14]=[CH:13][C:12]=2B2OC(C)(C)C(C)(C)O2)=[CH:4][CH:3]=1.[CH3:35][O:36][C:37](=[O:57])[CH2:38][C:39]1[CH:44]=[C:43]([C:45]([F:48])([F:47])[F:46])[CH:42]=[C:41](OS(C(F)(F)F)(=O)=O)[CH:40]=1, predict the reaction product. The product is: [CH3:35][O:36][C:37](=[O:57])[CH2:38][C:39]1[CH:40]=[C:41]([C:12]2[CH:13]=[CH:14][C:15]([C:17]([F:18])([F:19])[F:20])=[CH:16][C:11]=2[CH2:10][N:9]([CH2:30][CH3:31])[C:8]([O:7][CH2:6][C:5]2[CH:4]=[CH:3][C:2]([F:1])=[CH:34][CH:33]=2)=[O:32])[CH:42]=[C:43]([C:45]([F:47])([F:46])[F:48])[CH:44]=1.